Dataset: Catalyst prediction with 721,799 reactions and 888 catalyst types from USPTO. Task: Predict which catalyst facilitates the given reaction. (1) Reactant: [Br-:1].[NH2:2][CH2:3][CH2:4][N+:5]([CH2:8][CH2:9][NH:10][C:11]([C:13]1[C:18]([NH2:19])=[N:17][C:16]([NH2:20])=[C:15]([Cl:21])[N:14]=1)=[O:12])([CH3:7])[CH3:6].[Cl:22][C:23]1[CH:28]=[CH:27][C:26]([CH2:29][S:30](Cl)(=[O:32])=[O:31])=[CH:25][CH:24]=1.CN1CCOCC1. Product: [Br-:1].[Cl:22][C:23]1[CH:24]=[CH:25][C:26]([CH2:29][S:30]([NH:2][CH2:3][CH2:4][N+:5]([CH2:8][CH2:9][NH:10][C:11]([C:13]2[C:18]([NH2:19])=[N:17][C:16]([NH2:20])=[C:15]([Cl:21])[N:14]=2)=[O:12])([CH3:6])[CH3:7])(=[O:32])=[O:31])=[CH:27][CH:28]=1. The catalyst class is: 3. (2) Reactant: C([NH:5][C:6]([C:8]1[C:13]([CH2:14][C:15]([CH:17]2[CH2:22][CH2:21][CH:20]([C:23]([OH:25])=[O:24])[CH2:19][CH2:18]2)=O)=[CH:12][CH:11]=[CH:10][N:9]=1)=[O:7])(C)(C)C.C([O-])(=O)C.[NH4+].C(O)(=O)C. Product: [O:7]=[C:6]1[C:8]2[N:9]=[CH:10][CH:11]=[CH:12][C:13]=2[CH:14]=[C:15]([CH:17]2[CH2:22][CH2:21][CH:20]([C:23]([OH:25])=[O:24])[CH2:19][CH2:18]2)[NH:5]1. The catalyst class is: 6. (3) Reactant: [CH3:1][S:2]([C:5]1[CH:10]=[CH:9][CH:8]=[CH:7][C:6]=1[OH:11])(=[O:4])=[O:3].[C:12]([O:16][C:17]([N:19]1[CH2:24][CH2:23][C@@H:22]([C:25]2[CH:30]=[CH:29][CH:28]=[CH:27][CH:26]=2)[C@H:21]([CH2:31]OS(C)(=O)=O)[CH2:20]1)=[O:18])([CH3:15])([CH3:14])[CH3:13]. Product: [C:12]([O:16][C:17]([N:19]1[CH2:24][CH2:23][C@@H:22]([C:25]2[CH:30]=[CH:29][CH:28]=[CH:27][CH:26]=2)[C@H:21]([CH2:31][O:11][C:6]2[CH:7]=[CH:8][CH:9]=[CH:10][C:5]=2[S:2]([CH3:1])(=[O:3])=[O:4])[CH2:20]1)=[O:18])([CH3:15])([CH3:13])[CH3:14]. The catalyst class is: 3. (4) Reactant: [CH3:1][N:2]([CH:4]([CH:7]1[CH2:16][CH2:15][C:10]2([O:14][CH2:13][CH2:12][O:11]2)[CH2:9][CH2:8]1)[C:5]#N)[CH3:3].[C:17]1([CH2:23]C[Mg]Cl)[CH:22]=[CH:21][CH:20]=[CH:19][CH:18]=1.[Cl-].[NH4+].O. Product: [O:14]1[C:10]2([CH2:15][CH2:16][CH:7]([CH:4]([N:2]([CH3:3])[CH3:1])[CH2:5][CH2:23][C:17]3[CH:22]=[CH:21][CH:20]=[CH:19][CH:18]=3)[CH2:8][CH2:9]2)[O:11][CH2:12][CH2:13]1. The catalyst class is: 1. (5) Reactant: FC(F)(F)C(O)=O.[NH2:8][C@H:9]1[CH2:13][C@@H:12]([N:14]2[CH:22]=[N:21][C:20]3[C:15]2=[N:16][C:17]([Cl:38])=[N:18][C:19]=3[NH:23][CH2:24][CH:25]([C:32]2[CH:37]=[CH:36][CH:35]=[CH:34][CH:33]=2)[C:26]2[CH:31]=[CH:30][CH:29]=[CH:28][CH:27]=2)[C@H:11]([OH:39])[C@@H:10]1[OH:40].CCN(C(C)C)C(C)C.[C:50](Cl)(=[O:53])[CH2:51][CH3:52]. Product: [Cl:38][C:17]1[N:16]=[C:15]2[C:20]([N:21]=[CH:22][N:14]2[C@@H:12]2[CH2:13][C@H:9]([NH:8][C:50](=[O:53])[CH2:51][CH3:52])[C@@H:10]([OH:40])[C@H:11]2[OH:39])=[C:19]([NH:23][CH2:24][CH:25]([C:32]2[CH:33]=[CH:34][CH:35]=[CH:36][CH:37]=2)[C:26]2[CH:31]=[CH:30][CH:29]=[CH:28][CH:27]=2)[N:18]=1. The catalyst class is: 1. (6) Reactant: [Cl:1][C:2]1[CH:3]=[C:4]([CH2:8][C:9]([OH:11])=O)[CH:5]=[CH:6][CH:7]=1.ON1C2C=CC=CC=2N=N1.Cl.[CH3:23][NH:24][O:25][CH3:26].C(N(C(C)C)CC)(C)C. Product: [Cl:1][C:2]1[CH:3]=[C:4]([CH2:8][C:9]([N:24]([O:25][CH3:26])[CH3:23])=[O:11])[CH:5]=[CH:6][CH:7]=1. The catalyst class is: 4. (7) Reactant: Cl[C:2]1[N:3]=[C:4]([NH:11][C@@H:12]2[CH2:17][CH2:16][C@H:15]([NH:18][C:19](=[O:22])[CH:20]=[CH2:21])[CH2:14][CH2:13]2)[C:5]2[O:10][CH:9]=[CH:8][C:6]=2[N:7]=1.[CH3:23][N:24]1[CH:28]=[C:27]([NH2:29])[CH:26]=[N:25]1.FC(F)(F)C(O)=O. Product: [CH3:23][N:24]1[CH:28]=[C:27]([NH:29][C:2]2[N:3]=[C:4]([NH:11][C@@H:12]3[CH2:17][CH2:16][C@H:15]([NH:18][C:19](=[O:22])[CH:20]=[CH2:21])[CH2:14][CH2:13]3)[C:5]3[O:10][CH:9]=[CH:8][C:6]=3[N:7]=2)[CH:26]=[N:25]1. The catalyst class is: 32.